This data is from Reaction yield outcomes from USPTO patents with 853,638 reactions. The task is: Predict the reaction yield, written as a fraction of the theoretical maximum amount of product (1.0 means a 100% yield; for example, 0.34 means a 34% yield). (1) The reactants are [NH2:1][C@@H:2]1[C@@H:6]([CH2:7][O:8][C:9]([C:22]2[CH:27]=[CH:26][CH:25]=[CH:24][CH:23]=2)([C:16]2[CH:21]=[CH:20][CH:19]=[CH:18][CH:17]=2)[C:10]2[CH:15]=[CH:14][CH:13]=[CH:12][CH:11]=2)[O:5][C@@H:4]([N:28]2[CH:35]=[CH:34][C:32](=[O:33])[NH:31][C:29]2=[O:30])[CH2:3]1.[C:36](OC(=O)C)(=[O:38])[CH3:37].C(N(CC)CC)C. The catalyst is C(Cl)Cl. The product is [C:36]([NH:1][C@@H:2]1[C@@H:6]([CH2:7][O:8][C:9]([C:16]2[CH:21]=[CH:20][CH:19]=[CH:18][CH:17]=2)([C:22]2[CH:23]=[CH:24][CH:25]=[CH:26][CH:27]=2)[C:10]2[CH:15]=[CH:14][CH:13]=[CH:12][CH:11]=2)[O:5][C@@H:4]([N:28]2[CH:35]=[CH:34][C:32](=[O:33])[NH:31][C:29]2=[O:30])[CH2:3]1)(=[O:38])[CH3:37]. The yield is 0.950. (2) The reactants are [Cl:1][C:2]1[CH:3]=[C:4]2[C:10]([C:11]3[N:16]=[C:15]([NH:17][CH:18]4[CH2:21][N:20](S(CC5CCCC5)(=O)=O)[CH2:19]4)[C:14]([F:31])=[CH:13][N:12]=3)=[CH:9][NH:8][C:5]2=[N:6][CH:7]=1.[CH3:32][O:33][CH2:34][C:35](Cl)=[O:36]. No catalyst specified. The product is [Cl:1][C:2]1[CH:3]=[C:4]2[C:10]([C:11]3[N:16]=[C:15]([NH:17][CH:18]4[CH2:19][N:20]([C:35](=[O:36])[CH2:34][O:33][CH3:32])[CH2:21]4)[C:14]([F:31])=[CH:13][N:12]=3)=[CH:9][NH:8][C:5]2=[N:6][CH:7]=1. The yield is 0.510. (3) The reactants are [Br:1][C:2]1[CH:7]=[CH:6][CH:5]=[CH:4][C:3]=1[NH:8][C:9](=[O:23])[NH:10][C:11]1[CH:16]=[CH:15][C:14]([CH2:17][C:18]([OH:20])=O)=[CH:13][C:12]=1[O:21][CH3:22].[NH2:24][C@@H:25]([CH3:44])[CH2:26][O:27][C:28]1[CH:43]=[CH:42][C:31]([C:32]([O:34][CH2:35][C:36]2[CH:41]=[CH:40][CH:39]=[CH:38][CH:37]=2)=[O:33])=[CH:30][CH:29]=1.CCN=C=NCCCN(C)C.Cl.C1C=CC2N(O)N=NC=2C=1. The catalyst is CN(C1C=CN=CC=1)C.CN(C=O)C.CCOC(C)=O. The product is [Br:1][C:2]1[CH:7]=[CH:6][CH:5]=[CH:4][C:3]=1[NH:8][C:9](=[O:23])[NH:10][C:11]1[CH:16]=[CH:15][C:14]([CH2:17][C:18]([NH:24][C@@H:25]([CH3:44])[CH2:26][O:27][C:28]2[CH:43]=[CH:42][C:31]([C:32]([O:34][CH2:35][C:36]3[CH:37]=[CH:38][CH:39]=[CH:40][CH:41]=3)=[O:33])=[CH:30][CH:29]=2)=[O:20])=[CH:13][C:12]=1[O:21][CH3:22]. The yield is 0.580. (4) The reactants are [F:1][C:2]1[CH:32]=[CH:31][C:5]([O:6][C:7]2[CH:30]=[CH:29][C:10]([CH2:11][S:12][C:13]3[NH:14][CH:15]=[C:16]([CH2:20][C:21]4[CH:22]=[N:23][C:24]([O:27][CH3:28])=[N:25][CH:26]=4)[C:17](=[O:19])[N:18]=3)=[CH:9][CH:8]=2)=[CH:4][CH:3]=1.[CH3:33][CH2:34]N(C(C)C)C(C)C.C(I)C. The catalyst is ClCCCl. The product is [CH2:33]([N:14]1[CH:15]=[C:16]([CH2:20][C:21]2[CH:26]=[N:25][C:24]([O:27][CH3:28])=[N:23][CH:22]=2)[C:17](=[O:19])[N:18]=[C:13]1[S:12][CH2:11][C:10]1[CH:29]=[CH:30][C:7]([O:6][C:5]2[CH:4]=[CH:3][C:2]([F:1])=[CH:32][CH:31]=2)=[CH:8][CH:9]=1)[CH3:34]. The yield is 0.0564. (5) The reactants are CO[C:3]1[CH:8]=[CH:7][C:6]([C:9]2[C:10]([C:17]3[CH:22]=[CH:21][CH:20]=[CH:19][CH:18]=3)=[CH:11][C:12]([O:15][CH3:16])=[CH:13][CH:14]=2)=[CH:5][CH:4]=1.II.C1(C)C=CC=CC=1.C1[O:35][CH:33]1C. The catalyst is O. The product is [CH3:33][O:35][C:21]1[CH:20]=[CH:19][C:18]2[C:7]3[C:6](=[CH:5][CH:4]=[CH:3][CH:8]=3)[C:9]3[C:10](=[CH:11][C:12]([O:15][CH3:16])=[CH:13][CH:14]=3)[C:17]=2[CH:22]=1. The yield is 0.720. (6) The reactants are [F:1][CH:2]([CH:8]([O:11][C:12](=[O:16])[C:13]([CH3:15])=[CH2:14])[CH2:9][CH3:10])[C:3]([O:5]CC)=[O:4].[OH-].C[N+](C)(C)C. The catalyst is C1COCC1. The product is [F:1][CH:2]([CH:8]([O:11][C:12](=[O:16])[C:13]([CH3:15])=[CH2:14])[CH2:9][CH3:10])[C:3]([OH:5])=[O:4]. The yield is 0.900.